Predict the reactants needed to synthesize the given product. From a dataset of Full USPTO retrosynthesis dataset with 1.9M reactions from patents (1976-2016). (1) Given the product [C:19]([O:11][CH2:10][C:4]1[CH:5]=[C:6]([O:8][CH3:9])[CH:7]=[C:2]([NH2:1])[CH:3]=1)(=[O:21])[CH3:20], predict the reactants needed to synthesize it. The reactants are: [NH2:1][C:2]1[CH:3]=[C:4]([CH2:10][OH:11])[CH:5]=[C:6]([O:8][CH3:9])[CH:7]=1.C(N(CC)CC)C.[C:19](OC(=O)C)(=[O:21])[CH3:20]. (2) Given the product [CH2:36]([N:43]1[CH2:62][C:59]2([CH2:58][N:57]3[C:56]4[CH:55]=[C:54]([C:72]([O:74][CH3:75])=[O:73])[CH:53]=[CH:52][C:51]=4[C:50]([CH:44]4[CH2:49][CH2:48][CH2:47][CH2:46][CH2:45]4)=[C:67]3[C:66]3[CH:68]=[CH:69][CH:70]=[CH:71][C:65]=3[O:64][CH2:63]2)[CH2:60]1)[C:37]1[CH:42]=[CH:41][CH:40]=[CH:39][CH:38]=1, predict the reactants needed to synthesize it. The reactants are: C1(C2C3C=CC(C([O-])=O)=CC=3N3C=2C2C=CC=CC=2OCC2(COC(C)(C)OC2)C3)CCCCC1.[CH2:36]([NH2:43])[C:37]1[CH:42]=[CH:41][CH:40]=[CH:39][CH:38]=1.[CH:44]1([C:50]2[C:51]3[CH:52]=[CH:53][C:54]([C:72]([O:74][CH3:75])=[O:73])=[CH:55][C:56]=3[N:57]3[C:67]=2[C:66]2[CH:68]=[CH:69][CH:70]=[CH:71][C:65]=2[O:64][CH2:63][C:59]2([CH2:62]O[CH2:60]2)[CH2:58]3)[CH2:49][CH2:48][CH2:47][CH2:46][CH2:45]1. (3) Given the product [Br:1][C:2]1[CH:7]=[C:6]([F:8])[CH:5]=[CH:4][C:3]=1[CH:9]=[O:16], predict the reactants needed to synthesize it. The reactants are: [Br:1][C:2]1[CH:7]=[C:6]([F:8])[CH:5]=[CH:4][C:3]=1[CH3:9].BrN1C(=[O:16])CCC1=O. (4) Given the product [CH3:14][C:15]1([CH3:23])[O:20][C:19](=[O:21])[CH:18]([C:9](=[O:11])[C:8]2[CH:7]=[CH:6][C:5]([S:2]([CH3:1])(=[O:3])=[O:4])=[CH:13][CH:12]=2)[C:17](=[O:22])[O:16]1, predict the reactants needed to synthesize it. The reactants are: [CH3:1][S:2]([C:5]1[CH:13]=[CH:12][C:8]([C:9]([OH:11])=O)=[CH:7][CH:6]=1)(=[O:4])=[O:3].[CH3:14][C:15]1([CH3:23])[O:20][C:19](=[O:21])[CH2:18][C:17](=[O:22])[O:16]1.Cl.C(N=C=NCCCN(C)C)C. (5) Given the product [CH3:1][O:2][C:3]1[CH:8]=[CH:7][C:6]([C:9]2[CH:10]=[C:30]([C:29]([OH:32])=[O:26])[C:12](=[O:23])[NH:13][C:14]=2[C:15]2[CH:20]=[CH:19][C:18]([O:21][CH3:22])=[CH:17][CH:16]=2)=[CH:5][CH:4]=1, predict the reactants needed to synthesize it. The reactants are: [CH3:1][O:2][C:3]1[CH:8]=[CH:7][C:6]([C:9]2[CH:10]=C(C#N)[C:12](=[O:23])[NH:13][C:14]=2[C:15]2[CH:20]=[CH:19][C:18]([O:21][CH3:22])=[CH:17][CH:16]=2)=[CH:5][CH:4]=1.[OH-:26].[K+].Cl.[CH2:29]([OH:32])[CH2:30]O.